From a dataset of Catalyst prediction with 721,799 reactions and 888 catalyst types from USPTO. Predict which catalyst facilitates the given reaction. (1) Reactant: [Cl:1][C:2]1[C:11]2[C:6](=[C:7]([CH3:13])[CH:8]=[C:9](I)[CH:10]=2)[N:5]=[N:4][C:3]=1[C:14]([NH2:16])=[O:15].C([Sn](CCCC)(CCCC)[S:22][C:23]([CH3:26])([CH3:25])[CH3:24])CCC. Product: [Cl:1][C:2]1[C:11]2[C:6](=[C:7]([CH3:13])[CH:8]=[C:9]([S:22][C:23]([CH3:26])([CH3:25])[CH3:24])[CH:10]=2)[N:5]=[N:4][C:3]=1[C:14]([NH2:16])=[O:15]. The catalyst class is: 9. (2) Reactant: [CH3:1][O:2][C:3]1[CH:4]=[C:5]2[C:10](=[CH:11][C:12]=1[O:13][CH3:14])[N:9]=[CH:8][CH:7]=[C:6]2[O:15][C:16]1[C:22]([CH3:23])=[CH:21][C:19]([NH2:20])=[C:18]([CH3:24])[CH:17]=1.C(N(CC)CC)C.[C:32](Cl)(Cl)=[S:33].[NH2:36][CH2:37][CH2:38][CH2:39][N:40]1[CH2:45][CH2:44][N:43]([CH3:46])[CH2:42][CH2:41]1. Product: [CH3:1][O:2][C:3]1[CH:4]=[C:5]2[C:10](=[CH:11][C:12]=1[O:13][CH3:14])[N:9]=[CH:8][CH:7]=[C:6]2[O:15][C:16]1[C:22]([CH3:23])=[CH:21][C:19]([NH:20][C:32]([NH:36][CH2:37][CH2:38][CH2:39][N:40]2[CH2:41][CH2:42][N:43]([CH3:46])[CH2:44][CH2:45]2)=[S:33])=[C:18]([CH3:24])[CH:17]=1. The catalyst class is: 42. (3) Reactant: [NH2:1][C:2]1[C:3]([N:10]2[CH2:15][CH2:14][C:13]3([C:23]4[C:18](=[CH:19][CH:20]=[CH:21][CH:22]=4)[NH:17][C:16]3=[O:24])[CH2:12][CH2:11]2)=[N:4][CH:5]=[N:6][C:7]=1[NH:8][CH3:9].[N:25]1[CH:30]=[C:29]([CH:31]=O)[CH:28]=[N:27][CH:26]=1.Cl. Product: [CH3:9][N:8]1[C:31]([C:29]2[CH:30]=[N:25][CH:26]=[N:27][CH:28]=2)=[N:1][C:2]2[C:7]1=[N:6][CH:5]=[N:4][C:3]=2[N:10]1[CH2:11][CH2:12][C:13]2([C:23]3[C:18](=[CH:19][CH:20]=[CH:21][CH:22]=3)[NH:17][C:16]2=[O:24])[CH2:14][CH2:15]1. The catalyst class is: 8. (4) Reactant: C[Si](C)(C)[N-][Si](C)(C)C.[Li+].[C:11](Cl)(=[O:16])[C:12]([CH3:15])([CH3:14])[CH3:13].[F:18][CH2:19][C:20]#[N:21].Cl. Product: [F:18][CH:19]([C:11](=[O:16])[C:12]([CH3:15])([CH3:14])[CH3:13])[C:20]#[N:21]. The catalyst class is: 7. (5) Reactant: Br[CH2:2][C@@H:3]([OH:22])[C@@H:4]([NH:14][C:15](=[O:21])[O:16][C:17]([CH3:20])([CH3:19])[CH3:18])[CH2:5][C:6]1[CH:11]=[C:10]([F:12])[CH:9]=[C:8]([F:13])[CH:7]=1.C(OCC)(=O)C.[OH-].[K+]. Product: [F:13][C:8]1[CH:7]=[C:6]([CH2:5][C@H:4]([NH:14][C:15](=[O:21])[O:16][C:17]([CH3:20])([CH3:19])[CH3:18])[C@H:3]2[CH2:2][O:22]2)[CH:11]=[C:10]([F:12])[CH:9]=1. The catalyst class is: 8. (6) Reactant: C(C1C(=O)C(Cl)=C(Cl)C(=O)C=1C#N)#N.[F:15][C:16]1[CH:17]=[C:18]2[C:23](=[CH:24][CH:25]=1)[NH:22][C:21](=[O:26])[CH2:20][CH2:19]2. Product: [F:15][C:16]1[CH:17]=[C:18]2[C:23](=[CH:24][CH:25]=1)[NH:22][C:21](=[O:26])[CH:20]=[CH:19]2. The catalyst class is: 12. (7) Reactant: C1C(=O)N([Cl:8])C(=O)C1.[CH2:9]([O:16][N:17]1[C:23](=[O:24])[N:22]2[CH2:25][CH:18]1[CH2:19][CH2:20][CH:21]2[CH:26]=[N:27][OH:28])[C:10]1[CH:15]=[CH:14][CH:13]=[CH:12][CH:11]=1. Product: [CH2:9]([O:16][N:17]1[C:23](=[O:24])[N:22]2[CH2:25][C@H:18]1[CH2:19][CH2:20][C@H:21]2[C:26]([Cl:8])=[N:27][OH:28])[C:10]1[CH:11]=[CH:12][CH:13]=[CH:14][CH:15]=1. The catalyst class is: 202.